This data is from Reaction yield outcomes from USPTO patents with 853,638 reactions. The task is: Predict the reaction yield, written as a fraction of the theoretical maximum amount of product (1.0 means a 100% yield; for example, 0.34 means a 34% yield). The reactants are [NH:1]1[CH:7]([CH2:8][CH2:9][C:10]([OH:12])=O)[C:5](=[O:6])[NH:4][C:2]1=[O:3].Cl.Cl.[CH3:15][C:16]1[CH:25]=[C:24]([CH2:26][O:27][C:28]2[CH:34]=[CH:33][C:31]([NH2:32])=[CH:30][CH:29]=2)[C:23]2[C:18](=[CH:19][CH:20]=[CH:21][CH:22]=2)[N:17]=1.N1CC(=O)NC1=O. No catalyst specified. The product is [O:3]=[C:2]1[NH:1][CH:7]([CH2:8][CH2:9][C:10]([NH:32][C:31]2[CH:30]=[CH:29][C:28]([O:27][CH2:26][C:24]3[C:23]4[C:18](=[CH:19][CH:20]=[CH:21][CH:22]=4)[N:17]=[C:16]([CH3:15])[CH:25]=3)=[CH:34][CH:33]=2)=[O:12])[C:5](=[O:6])[NH:4]1. The yield is 0.440.